Dataset: Forward reaction prediction with 1.9M reactions from USPTO patents (1976-2016). Task: Predict the product of the given reaction. Given the reactants [F:1][C:2]1[CH:10]=[C:9]2[C:5]([CH2:6][C:7](=[O:11])[NH:8]2)=[CH:4][CH:3]=1.[Li+].C[Si]([N-][Si](C)(C)C)(C)C.C1COCC1.[Br:27][C:28]1[CH2:32][O:31][C:30](=O)[CH:29]=1, predict the reaction product. The product is: [Br:27][C:28]1[CH2:32][O:31][C:30](=[C:6]2[C:5]3[C:9](=[CH:10][C:2]([F:1])=[CH:3][CH:4]=3)[NH:8][C:7]2=[O:11])[CH:29]=1.